This data is from Full USPTO retrosynthesis dataset with 1.9M reactions from patents (1976-2016). The task is: Predict the reactants needed to synthesize the given product. (1) Given the product [C:15]([C:13]1[N:14]=[C:7]2[C:6]3[CH:18]=[C:2]([C:27]#[C:26][C:21]([OH:20])([CH3:28])[C:22]([O:24][CH3:25])=[O:23])[C:3]([F:19])=[CH:4][C:5]=3[O:11][CH2:10][CH2:9][N:8]2[CH:12]=1)(=[O:16])[NH2:17], predict the reactants needed to synthesize it. The reactants are: Br[C:2]1[C:3]([F:19])=[CH:4][C:5]2[O:11][CH2:10][CH2:9][N:8]3[CH:12]=[C:13]([C:15]([NH2:17])=[O:16])[N:14]=[C:7]3[C:6]=2[CH:18]=1.[OH:20][C:21]([CH3:28])([C:26]#[CH:27])[C:22]([O:24][CH3:25])=[O:23]. (2) Given the product [CH2:22]([O:1][C:2]1[CH:3]=[CH:4][C:5]([C:6]([O:8][CH3:9])=[O:7])=[CH:10][CH:11]=1)[CH2:23][CH2:24][CH2:25][CH2:26][CH2:27][CH2:28][CH3:29], predict the reactants needed to synthesize it. The reactants are: [OH:1][C:2]1[CH:11]=[CH:10][C:5]([C:6]([O:8][CH3:9])=[O:7])=[CH:4][CH:3]=1.C(=O)([O-])[O-].[K+].[K+].CC(C)=O.[CH2:22](Br)[CH2:23][CH2:24][CH2:25][CH2:26][CH2:27][CH2:28][CH3:29]. (3) Given the product [CH2:34]([N:31]1[C:26]2=[N:27][C:28]([CH2:29][CH3:30])=[C:23]([CH2:22][NH:21][C:19]([C:15]3[N:14]=[C:13]([C:11]([NH:10][CH2:9][C:4]4[CH:5]=[CH:6][C:7]([CH3:8])=[C:2]([C:55]5[CH:56]=[CH:51][CH:52]=[C:53]([CH2:57][CH:58]6[CH2:59][CH2:60][N:61]([C:64]([O:66][C:67]([CH3:70])([CH3:69])[CH3:68])=[O:65])[CH2:62][CH2:63]6)[CH:54]=5)[CH:3]=4)=[O:12])[CH:18]=[CH:17][CH:16]=3)=[O:20])[C:24]([NH:36][CH:37]3[CH2:42][CH2:41][O:40][CH2:39][CH2:38]3)=[C:25]2[CH:33]=[N:32]1)[CH3:35], predict the reactants needed to synthesize it. The reactants are: Br[C:2]1[CH:3]=[C:4]([CH2:9][NH:10][C:11]([C:13]2[CH:18]=[CH:17][CH:16]=[C:15]([C:19]([NH:21][CH2:22][C:23]3[C:24]([NH:36][CH:37]4[CH2:42][CH2:41][O:40][CH2:39][CH2:38]4)=[C:25]4[CH:33]=[N:32][N:31]([CH2:34][CH3:35])[C:26]4=[N:27][C:28]=3[CH2:29][CH3:30])=[O:20])[N:14]=2)=[O:12])[CH:5]=[CH:6][C:7]=1[CH3:8].CC1(C)C(C)(C)OB([C:51]2[CH:52]=[C:53]([CH2:57][CH:58]3[CH2:63][CH2:62][N:61]([C:64]([O:66][C:67]([CH3:70])([CH3:69])[CH3:68])=[O:65])[CH2:60][CH2:59]3)[CH:54]=[CH:55][CH:56]=2)O1.C([O-])([O-])=O.[Na+].[Na+]. (4) Given the product [CH3:14][N:2]([CH3:1])[CH2:3][CH2:4][C:5]1[CH:6]=[CH:7][C:8]([NH2:11])=[CH:9][CH:10]=1, predict the reactants needed to synthesize it. The reactants are: [CH3:1][N:2]([CH3:14])[CH2:3][CH2:4][C:5]1[CH:10]=[CH:9][C:8]([N+:11]([O-])=O)=[CH:7][CH:6]=1. (5) Given the product [C:13]([O:17][C:18]([NH:19][NH:20][CH2:2][C:3]1[CH:12]=[CH:11][C:6]([C:7]([O:9][CH3:10])=[O:8])=[CH:5][CH:4]=1)=[O:21])([CH3:16])([CH3:15])[CH3:14], predict the reactants needed to synthesize it. The reactants are: Br[CH2:2][C:3]1[CH:12]=[CH:11][C:6]([C:7]([O:9][CH3:10])=[O:8])=[CH:5][CH:4]=1.[C:13]([O:17][C:18](=[O:21])[NH:19][NH2:20])([CH3:16])([CH3:15])[CH3:14].C(N(CC)CC)C.O. (6) Given the product [NH2:1][C:2]1[N:10]=[C:9]([O:11][CH2:12][CH2:13][CH2:14][CH3:15])[N:8]=[C:7]2[C:3]=1[NH:4][C:5](=[O:35])[N:6]2[CH2:16][CH2:17][CH2:18][N:19]([CH2:24][C:25]1[CH:26]=[CH:27][C:28]([CH2:31][C:32]([O:34][CH3:36])=[O:33])=[CH:29][CH:30]=1)[CH2:20][CH2:21][CH2:22][OH:23], predict the reactants needed to synthesize it. The reactants are: [NH2:1][C:2]1[N:10]=[C:9]([O:11][CH2:12][CH2:13][CH2:14][CH3:15])[N:8]=[C:7]2[C:3]=1[NH:4][C:5](=[O:35])[N:6]2[CH2:16][CH2:17][CH2:18][N:19]([CH2:24][C:25]1[CH:30]=[CH:29][C:28]([CH2:31][C:32]([OH:34])=[O:33])=[CH:27][CH:26]=1)[CH2:20][CH2:21][CH2:22][OH:23].[CH3:36]O. (7) The reactants are: [NH:1]1[C:9]2[C:4](=[CH:5][CH:6]=[CH:7][CH:8]=2)[CH:3]=[N:2]1.[CH2:10]1[O:27][CH2:26]COCCOCCOCCOCCOC1.C([O-])(=[O:30])C.[K+].O. Given the product [CH3:26][O:27][C:10]([C:7]1[CH:8]=[C:9]2[C:4]([CH:3]=[N:2][NH:1]2)=[CH:5][CH:6]=1)=[O:30], predict the reactants needed to synthesize it. (8) Given the product [NH2:1][C:2]1[C:7]([CH2:8][O:9][CH3:31])=[C:6]([CH:10]2[CH2:15][CH2:14][CH2:13][N:12]([C:16]([O:18][C:19]([CH3:22])([CH3:21])[CH3:20])=[O:17])[CH2:11]2)[CH:5]=[C:4]([C:23]2[CH:28]=[CH:27][CH:26]=[CH:25][C:24]=2[OH:29])[N:3]=1, predict the reactants needed to synthesize it. The reactants are: [NH2:1][C:2]1[C:7]([CH:8]=[O:9])=[C:6]([CH:10]2[CH2:15][CH2:14][CH2:13][N:12]([C:16]([O:18][C:19]([CH3:22])([CH3:21])[CH3:20])=[O:17])[CH2:11]2)[CH:5]=[C:4]([C:23]2[CH:28]=[CH:27][CH:26]=[CH:25][C:24]=2[OH:29])[N:3]=1.Cl.[C:31]([BH3-])#N.[Na+].C(N(CC)CC)C.C(OC(OC(C)(C)C)=O)(OC(C)(C)C)=O. (9) The reactants are: [O:1]([CH2:4][N:5]1[CH:9]=[CH:8][N:7]=[CH:6]1)[CH2:2][CH3:3].C([Li])CCC.[Cl-].[CH2:16]([N:19]([CH2:33][CH2:34][CH3:35])[C:20]([C:22]1[CH:23]=[C:24]([CH:29]=[C:30](I)[CH:31]=1)[C:25]([O:27][CH3:28])=[O:26])=[O:21])[CH2:17][CH3:18]. Given the product [CH2:33]([N:19]([CH2:16][CH2:17][CH3:18])[C:20]([C:22]1[CH:23]=[C:24]([CH:29]=[C:30]([C:6]2[N:5]([CH2:4][O:1][CH2:2][CH3:3])[CH:9]=[CH:8][N:7]=2)[CH:31]=1)[C:25]([O:27][CH3:28])=[O:26])=[O:21])[CH2:34][CH3:35], predict the reactants needed to synthesize it.